This data is from HIV replication inhibition screening data with 41,000+ compounds from the AIDS Antiviral Screen. The task is: Binary Classification. Given a drug SMILES string, predict its activity (active/inactive) in a high-throughput screening assay against a specified biological target. (1) The compound is Cc1nc(N)c(N2CCN(S(=O)(=O)N(Cc3ccccc3)Cc3ccccc3)CC2)c(O)n1. The result is 0 (inactive). (2) The drug is CC12CC(=CO)C(=O)C(O)=C1CCC1C2CCC2(C)C(O)CCC12. The result is 0 (inactive). (3) The compound is Cn1c2ccccc2c(=O)c2[nH]c3ccccc3c21. The result is 0 (inactive). (4) The molecule is N#CC1CC2(C1)OCCS2. The result is 0 (inactive). (5) The compound is O=C1CC2C(CCC23CC3)N1. The result is 0 (inactive). (6) The drug is N=C(CCSCCSCCC(=N)NO)NO. The result is 0 (inactive).